This data is from Full USPTO retrosynthesis dataset with 1.9M reactions from patents (1976-2016). The task is: Predict the reactants needed to synthesize the given product. (1) Given the product [CH2:1]([O:8][C:9]1[CH:14]=[C:13]([CH2:15][S:16][CH3:17])[CH:12]=[CH:11][C:10]=1[NH2:18])[C:2]1[CH:3]=[CH:4][CH:5]=[CH:6][CH:7]=1, predict the reactants needed to synthesize it. The reactants are: [CH2:1]([O:8][C:9]1[CH:14]=[C:13]([CH2:15][S:16][CH3:17])[CH:12]=[CH:11][C:10]=1[N+:18]([O-])=O)[C:2]1[CH:7]=[CH:6][CH:5]=[CH:4][CH:3]=1.Cl[Sn]Cl. (2) Given the product [O:1]=[C:2]1[CH2:7][CH2:6][N:5]([C:19]([O:18][CH2:11][C:12]2[CH:17]=[CH:16][CH:15]=[CH:14][CH:13]=2)=[O:20])[CH2:4][CH:3]1[C:8]([O:10][CH3:22])=[O:9], predict the reactants needed to synthesize it. The reactants are: [O:1]=[C:2]1[CH2:7][CH2:6][NH:5][CH2:4][CH:3]1[C:8]([O-:10])=[O:9].[CH2:11]([O:18][C:19](Cl)=[O:20])[C:12]1[CH:17]=[CH:16][CH:15]=[CH:14][CH:13]=1.[CH2:22](Cl)Cl. (3) Given the product [OH:1][C:2]1[CH:3]=[C:4]([CH:10]=[CH:11][C:12]=1[O:13][CH3:14])[C:5]([O:7][CH2:8][CH3:9])=[O:6], predict the reactants needed to synthesize it. The reactants are: [OH:1][C:2]1[CH:3]=[C:4]([CH:10]=[CH:11][C:12]=1[OH:13])[C:5]([O:7][CH2:8][CH3:9])=[O:6].[C:14](=O)([O-])[O-].[K+].[K+].IC. (4) Given the product [NH2:1][C:4]1[CH:5]=[N:6][CH:7]=[CH:8][C:9]=1[NH:10][CH:11]1[CH2:16][CH2:15][N:14]([C:17]([O:19][C:20]([CH3:23])([CH3:22])[CH3:21])=[O:18])[CH2:13][CH2:12]1, predict the reactants needed to synthesize it. The reactants are: [N+:1]([C:4]1[CH:5]=[N:6][CH:7]=[CH:8][C:9]=1[NH:10][CH:11]1[CH2:16][CH2:15][N:14]([C:17]([O:19][C:20]([CH3:23])([CH3:22])[CH3:21])=[O:18])[CH2:13][CH2:12]1)([O-])=O. (5) The reactants are: Cl[C:2]1[C:7]([N+:8]([O-:10])=[O:9])=[C:6]([CH3:11])[C:5]([N+:12]([O-:14])=[O:13])=[CH:4][N:3]=1.[NH2:15][C:16]1[CH:21]=[CH:20][C:19]([CH2:22][CH2:23][OH:24])=[CH:18][CH:17]=1. Given the product [CH3:11][C:6]1[C:5]([N+:12]([O-:14])=[O:13])=[CH:4][N:3]=[C:2]([NH:15][C:16]2[CH:21]=[CH:20][C:19]([CH2:22][CH2:23][OH:24])=[CH:18][CH:17]=2)[C:7]=1[N+:8]([O-:10])=[O:9], predict the reactants needed to synthesize it. (6) Given the product [N:1]1([C:6]2[CH:42]=[CH:41][C:9]([CH2:10][C:11]3[C:12]([N:45]([O:46][CH3:47])[CH3:44])=[N:13][C:14]4[C:19]([C:20]=3[Cl:21])=[CH:18][C:17]([C:22]([C:34]3[N:38]([CH3:39])[CH:37]=[N:36][CH:35]=3)([C:24]3[CH:25]=[N:26][C:27]([C:30]([F:32])([F:31])[F:33])=[CH:28][CH:29]=3)[OH:23])=[CH:16][CH:15]=4)=[CH:8][CH:7]=2)[CH:5]=[CH:4][CH:3]=[N:2]1, predict the reactants needed to synthesize it. The reactants are: [N:1]1([C:6]2[CH:42]=[CH:41][C:9]([CH2:10][C:11]3[C:12](Cl)=[N:13][C:14]4[C:19]([C:20]=3[Cl:21])=[CH:18][C:17]([C:22]([C:34]3[N:38]([CH3:39])[CH:37]=[N:36][CH:35]=3)([C:24]3[CH:25]=[N:26][C:27]([C:30]([F:33])([F:32])[F:31])=[CH:28][CH:29]=3)[OH:23])=[CH:16][CH:15]=4)=[CH:8][CH:7]=2)[CH:5]=[CH:4][CH:3]=[N:2]1.Cl.[CH3:44][NH:45][O:46][CH3:47].CN(C)C=O. (7) The reactants are: [N:1]1([C:7]#N)[CH2:6][CH2:5][O:4][CH2:3][CH2:2]1.C(O)(=O)C.C=O.[BH3-][C:16]#[N:17].[Na+].[OH-].[Na+]. Given the product [C:16]([CH:6]1[CH2:5][O:4][CH2:3][CH2:2][N:1]1[CH3:7])#[N:17], predict the reactants needed to synthesize it. (8) Given the product [C:28]1([C:19]2[CH:24]=[CH:23][CH:22]=[CH:21][C:20]=2[NH:25][C:26]([NH:18][C:10]2[CH:9]=[CH:8][C:13]([S:14]([NH2:17])(=[O:15])=[O:16])=[CH:12][CH:11]=2)=[O:27])[CH:33]=[CH:32][CH:31]=[CH:30][CH:29]=1, predict the reactants needed to synthesize it. The reactants are: NC1C=CC([C:8]2[C:13]([S:14]([NH2:17])(=[O:16])=[O:15])=[CH:12][CH:11]=[C:10]([NH2:18])[CH:9]=2)=CC=1.[C:19]1([C:28]2[CH:33]=[CH:32][CH:31]=[CH:30][CH:29]=2)[C:20]([N:25]=[C:26]=[O:27])=[CH:21][CH:22]=[CH:23][CH:24]=1. (9) Given the product [C:22]1([CH2:28][CH2:29][C:30]#[C:31][C:2]2[S:3][CH:4]=[C:5]([CH2:7][C:8]([O:10][CH2:11][CH3:12])=[O:9])[N:6]=2)[CH:27]=[CH:26][CH:25]=[CH:24][CH:23]=1, predict the reactants needed to synthesize it. The reactants are: Br[C:2]1[S:3][CH:4]=[C:5]([CH2:7][C:8]([O:10][CH2:11][CH3:12])=[O:9])[N:6]=1.CCN(C(C)C)C(C)C.[C:22]1([C:28]#[C:29][CH2:30][CH3:31])[CH:27]=[CH:26][CH:25]=[CH:24][CH:23]=1.